This data is from Forward reaction prediction with 1.9M reactions from USPTO patents (1976-2016). The task is: Predict the product of the given reaction. Given the reactants Br[CH2:2][C:3]([N:5]1[CH2:23][CH2:22][CH2:21][C@H:6]1[C:7]([NH:9][C:10]1[CH:15]=[CH:14][CH:13]=[CH:12][C:11]=1[N:16]1[CH:20]=[CH:19][CH:18]=[CH:17]1)=[O:8])=[O:4].[C:24]1([N:30]2[C:34]([SH:35])=[N:33][N:32]=[N:31]2)[CH:29]=[CH:28][CH:27]=[CH:26][CH:25]=1.C(=O)([O-])[O-].[Cs+].[Cs+], predict the reaction product. The product is: [C:24]1([N:30]2[C:34]([S:35][CH2:2][C:3]([N:5]3[CH2:23][CH2:22][CH2:21][C@H:6]3[C:7]([NH:9][C:10]3[CH:15]=[CH:14][CH:13]=[CH:12][C:11]=3[N:16]3[CH:20]=[CH:19][CH:18]=[CH:17]3)=[O:8])=[O:4])=[N:33][N:32]=[N:31]2)[CH:25]=[CH:26][CH:27]=[CH:28][CH:29]=1.